The task is: Predict the product of the given reaction.. This data is from Forward reaction prediction with 1.9M reactions from USPTO patents (1976-2016). (1) Given the reactants [Br:1][C:2]1[CH:3]=[C:4]([CH:6]=[CH:7][C:8]=1[CH3:9])[NH2:5].[CH3:10][C:11]([O:14][C:15](O[C:15]([O:14][C:11]([CH3:13])([CH3:12])[CH3:10])=[O:16])=[O:16])([CH3:13])[CH3:12].CCN(CC)CC.O, predict the reaction product. The product is: [Br:1][C:2]1[CH:3]=[C:4]([NH:5][C:15](=[O:16])[O:14][C:11]([CH3:13])([CH3:12])[CH3:10])[CH:6]=[CH:7][C:8]=1[CH3:9]. (2) Given the reactants [CH:1]([C:3]1[S:13][C:6]2[NH:7][C:8]([C:10]([OH:12])=[O:11])=[CH:9][C:5]=2[CH:4]=1)=O.Cl.[NH2:15]O, predict the reaction product. The product is: [C:1]([C:3]1[S:13][C:6]2[NH:7][C:8]([C:10]([OH:12])=[O:11])=[CH:9][C:5]=2[CH:4]=1)#[N:15]. (3) Given the reactants [CH3:1][N:2]([CH3:33])[C:3]1[C:8]([CH2:9][C:10]([O:12]C)=[O:11])=[CH:7][N:6]=[C:5]([CH2:14][C:15]2[CH:20]=[CH:19][C:18]([NH:21][C:22]([O:24][CH2:25][C:26]3[CH:31]=[CH:30][C:29]([F:32])=[CH:28][CH:27]=3)=[O:23])=[CH:17][CH:16]=2)[N:4]=1.[OH-].[Na+], predict the reaction product. The product is: [CH3:33][N:2]([CH3:1])[C:3]1[C:8]([CH2:9][C:10]([OH:12])=[O:11])=[CH:7][N:6]=[C:5]([CH2:14][C:15]2[CH:16]=[CH:17][C:18]([NH:21][C:22]([O:24][CH2:25][C:26]3[CH:31]=[CH:30][C:29]([F:32])=[CH:28][CH:27]=3)=[O:23])=[CH:19][CH:20]=2)[N:4]=1. (4) Given the reactants [F:1][C:2]1[C:25]([F:26])=[C:24]([F:27])[CH:23]=[CH:22][C:3]=1[C:4]([NH:6][C:7]1[CH:8]=[N:9][C:10]([O:13][C:14]2[CH:19]=[CH:18][C:17]([NH:20][CH3:21])=[CH:16][CH:15]=2)=[CH:11][CH:12]=1)=[O:5].[ClH:28], predict the reaction product. The product is: [ClH:28].[F:1][C:2]1[C:25]([F:26])=[C:24]([F:27])[CH:23]=[CH:22][C:3]=1[C:4]([NH:6][C:7]1[CH:8]=[N:9][C:10]([O:13][C:14]2[CH:15]=[CH:16][C:17]([NH:20][CH3:21])=[CH:18][CH:19]=2)=[CH:11][CH:12]=1)=[O:5]. (5) Given the reactants [Cl:1][C:2]1[N:3]=[C:4]([C:7]2[CH:12]=[CH:11][CH:10]=[CH:9][C:8]=2[NH:13][C:14]([O:16][CH2:17][CH:18]2[CH2:23][CH2:22][N:21](C(OC(C)(C)C)=O)[CH2:20][CH2:19]2)=[O:15])[S:5][CH:6]=1.[F:31][C:32]([F:37])([F:36])[C:33]([OH:35])=[O:34], predict the reaction product. The product is: [F:31][C:32]([F:37])([F:36])[C:33]([OH:35])=[O:34].[Cl:1][C:2]1[N:3]=[C:4]([C:7]2[CH:12]=[CH:11][CH:10]=[CH:9][C:8]=2[NH:13][C:14](=[O:15])[O:16][CH2:17][CH:18]2[CH2:19][CH2:20][NH:21][CH2:22][CH2:23]2)[S:5][CH:6]=1. (6) Given the reactants [C:1]([N:8]1[CH2:13][CH:12]=[CH:11][CH2:10][CH2:9]1)([O:3][C:4]([CH3:7])([CH3:6])[CH3:5])=[O:2].ClC1C=C(C=CC=1)C(OO)=[O:19], predict the reaction product. The product is: [CH:12]12[O:19][CH:11]1[CH2:10][CH2:9][N:8]([C:1]([O:3][C:4]([CH3:7])([CH3:6])[CH3:5])=[O:2])[CH2:13]2. (7) Given the reactants CCN(C(C)C)C(C)C.[O:10]=[C:11]([N:25]1[CH2:30][CH2:29][N:28]([C:31](=[O:42])[C:32]2[CH:37]=[CH:36][CH:35]=[CH:34][C:33]=2[C:38]([F:41])([F:40])[F:39])[CH2:27][CH2:26]1)[CH2:12][NH:13][C:14](=[O:24])[C:15]1[CH:23]=[CH:22][C:18]([C:19]([OH:21])=O)=[CH:17][CH:16]=1.C1[CH:44]=[CH:45][C:46]2[N:51](O)N=N[C:47]=2[CH:48]=1.CCN=C=NCCCN(C)C.C1(N)CCCC1, predict the reaction product. The product is: [CH:46]1([NH:51][C:19](=[O:21])[C:18]2[CH:22]=[CH:23][C:15]([C:14]([NH:13][CH2:12][C:11](=[O:10])[N:25]3[CH2:26][CH2:27][N:28]([C:31](=[O:42])[C:32]4[CH:37]=[CH:36][CH:35]=[CH:34][C:33]=4[C:38]([F:41])([F:40])[F:39])[CH2:29][CH2:30]3)=[O:24])=[CH:16][CH:17]=2)[CH2:45][CH2:44][CH2:48][CH2:47]1.